Predict the reaction yield, written as a fraction of the theoretical maximum amount of product (1.0 means a 100% yield; for example, 0.34 means a 34% yield). From a dataset of Reaction yield outcomes from USPTO patents with 853,638 reactions. (1) The reactants are [Li+].C[Si]([N-][Si](C)(C)C)(C)C.[CH3:11][C:12]1[CH:17]=[CH:16][N:15]=[CH:14][N:13]=1.[CH2:18]([O:20][C:21](=O)[O:22]CC)[CH3:19]. No catalyst specified. The product is [N:15]1[CH:16]=[CH:17][C:12]([CH2:11][C:21]([O:20][CH2:18][CH3:19])=[O:22])=[N:13][CH:14]=1. The yield is 0.780. (2) The reactants are [I:1][C:2]1[C:10]2[C:5](=[N:6][CH:7]=[N:8][C:9]=2[NH2:11])[NH:4][N:3]=1.[O:12]1[C:16]2([CH2:21][CH2:20][CH:19](O)[CH2:18][CH2:17]2)[O:15][CH2:14][CH2:13]1.C1(P(C2C=CC=CC=2)C2C=CC=CC=2)C=CC=CC=1.N(C(OCC)=O)=NC(OCC)=O. The catalyst is O1CCCC1. The product is [O:12]1[C:16]2([CH2:21][CH2:20][CH:19]([N:4]3[C:5]4=[N:6][CH:7]=[N:8][C:9]([NH2:11])=[C:10]4[C:2]([I:1])=[N:3]3)[CH2:18][CH2:17]2)[O:15][CH2:14][CH2:13]1. The yield is 0.540. (3) The reactants are [NH2:1][CH2:2][C:3]1[N:7]=[CH:6][N:5]([CH2:8][C@@H:9]2[C@H:12]([NH:13][C:14](=[O:30])/[C:15](=[N:22]\[O:23][C:24]([CH3:29])([CH3:28])[C:25]([OH:27])=[O:26])/[C:16]3[N:17]=[C:18]([NH2:21])[S:19][CH:20]=3)[C:11](=[O:31])[N:10]2[S:32]([OH:35])(=[O:34])=[O:33])[N:4]=1.Cl.[N:37]1([C:42](N)=[NH:43])C=CC=N1.CCN(C(C)C)C(C)C. The catalyst is CN(C=O)C. The product is [NH2:21][C:18]1[S:19][CH:20]=[C:16](/[C:15](=[N:22]/[O:23][C:24]([CH3:29])([CH3:28])[C:25]([OH:27])=[O:26])/[C:14]([NH:13][C@@H:12]2[C:11](=[O:31])[N:10]([S:32]([OH:35])(=[O:34])=[O:33])[C@@H:9]2[CH2:8][N:5]2[CH:6]=[N:7][C:3]([CH2:2][NH:1][C:42]([NH2:43])=[NH:37])=[N:4]2)=[O:30])[N:17]=1. The yield is 0.520. (4) The reactants are [CH3:1][O:2][C:3]1[CH:8]=[CH:7][CH:6]=[C:5]([CH3:9])[CH:4]=1.[Br:10]N1C(=O)CCC1=O. The catalyst is C(Cl)Cl. The product is [Br:10][C:6]1[CH:7]=[CH:8][C:3]([O:2][CH3:1])=[CH:4][C:5]=1[CH3:9]. The yield is 0.980. (5) The reactants are [Mg].[Cl:2][C:3]1[CH:10]=[CH:9][C:6]([CH2:7]Br)=[CH:5][CH:4]=1.[CH:11](=[O:15])[CH:12]([CH3:14])[CH3:13]. The catalyst is CCOCC.II. The product is [Cl:2][C:3]1[CH:10]=[CH:9][C:6]([CH2:7][CH:11]([OH:15])[CH:12]([CH3:14])[CH3:13])=[CH:5][CH:4]=1. The yield is 0.430.